Dataset: Forward reaction prediction with 1.9M reactions from USPTO patents (1976-2016). Task: Predict the product of the given reaction. (1) Given the reactants Cl[C:2]1[N:7]=[C:6]([C:8]2[CH:9]=[C:10]([CH:22]=[CH:23][CH:24]=2)[CH2:11][N:12]([CH2:20][CH3:21])[CH2:13][C:14]2[CH:15]=[N:16][CH:17]=[CH:18][CH:19]=2)[CH:5]=[CH:4][N:3]=1.[NH2:25][CH2:26][CH2:27][C:28]1[CH:33]=[CH:32][C:31]([OH:34])=[CH:30][CH:29]=1, predict the reaction product. The product is: [CH2:20]([N:12]([CH2:11][C:10]1[CH:9]=[C:8]([C:6]2[CH:5]=[CH:4][N:3]=[C:2]([NH:25][CH2:26][CH2:27][C:28]3[CH:33]=[CH:32][C:31]([OH:34])=[CH:30][CH:29]=3)[N:7]=2)[CH:24]=[CH:23][CH:22]=1)[CH2:13][C:14]1[CH:15]=[N:16][CH:17]=[CH:18][CH:19]=1)[CH3:21]. (2) Given the reactants Br[C:2]1[N:7]=[CH:6][C:5]2[N:8]([CH3:19])[C:9]([CH2:11][C:12]3[CH:17]=[CH:16][CH:15]=[CH:14][C:13]=3[F:18])=[N:10][C:4]=2[CH:3]=1.[CH3:20][O:21][CH:22]1[CH2:27][CH2:26][N:25]([C:28]2[N:33]=[C:32]([NH2:34])[CH:31]=[CH:30][N:29]=2)[CH2:24][CH2:23]1.CC(C1C=C(C(C)C)C(C2C=CC=CC=2P(C2CCCCC2)C2CCCCC2)=C(C(C)C)C=1)C.C([O-])([O-])=O.[Cs+].[Cs+], predict the reaction product. The product is: [F:18][C:13]1[CH:14]=[CH:15][CH:16]=[CH:17][C:12]=1[CH2:11][C:9]1[N:8]([CH3:19])[C:5]2[CH:6]=[N:7][C:2]([NH:34][C:32]3[CH:31]=[CH:30][N:29]=[C:28]([N:25]4[CH2:24][CH2:23][CH:22]([O:21][CH3:20])[CH2:27][CH2:26]4)[N:33]=3)=[CH:3][C:4]=2[N:10]=1. (3) Given the reactants [CH3:1][C:2]1[O:6][N:5]=[C:4]([C:7]2[CH:12]=[CH:11][CH:10]=[CH:9][CH:8]=2)[C:3]=1[C:13]([NH:15][NH2:16])=[O:14].[N:17]1[C:26]2[C:21](=[CH:22][CH:23]=[CH:24][CH:25]=2)[C:20]([C:27](O)=O)=[CH:19][CH:18]=1, predict the reaction product. The product is: [CH3:1][C:2]1[O:6][N:5]=[C:4]([C:7]2[CH:12]=[CH:11][CH:10]=[CH:9][CH:8]=2)[C:3]=1[C:13]1[O:14][C:27]([C:20]2[C:21]3[C:26](=[CH:25][CH:24]=[CH:23][CH:22]=3)[N:17]=[CH:18][CH:19]=2)=[N:16][N:15]=1. (4) Given the reactants [F:1][C:2]1[C:3]([O:29][CH2:30][O:31][CH3:32])=[C:4]([C:25]([F:28])=[CH:26][CH:27]=1)[C:5]([NH:7]/[C:8](/[CH3:24])=[C:9](\[C:12]([NH:14][CH2:15][CH2:16][C:17]1[CH:22]=[CH:21][CH:20]=[C:19](F)[CH:18]=1)=[O:13])/[CH2:10][CH3:11])=O.[OH-].[K+].Cl, predict the reaction product. The product is: [F:1][C:2]1[C:3]([O:29][CH2:30][O:31][CH3:32])=[C:4]([C:5]2[N:14]([CH2:15][CH2:16][C:17]3[CH:22]=[CH:21][CH:20]=[CH:19][CH:18]=3)[C:12](=[O:13])[C:9]([CH2:10][CH3:11])=[C:8]([CH3:24])[N:7]=2)[C:25]([F:28])=[CH:26][CH:27]=1. (5) Given the reactants [CH3:1][C:2]1[CH:3]=[C:4]([CH:8]=[C:9]([CH3:11])[CH:10]=1)[C:5](Cl)=[O:6].[C:12]([NH:16][NH:17][C:18]([C:20]1[CH:21]=[CH:22][C:23]2[CH2:27][O:26][B:25]([OH:28])[C:24]=2[C:29]=1[F:30])=[O:19])([CH3:15])([CH3:14])[CH3:13].C(N(CC)CC)C, predict the reaction product. The product is: [C:12]([N:16]([C:5](=[O:6])[C:4]1[CH:3]=[C:2]([CH3:1])[CH:10]=[C:9]([CH3:11])[CH:8]=1)[NH:17][C:18]([C:20]1[CH:21]=[CH:22][C:23]2[CH2:27][O:26][B:25]([OH:28])[C:24]=2[C:29]=1[F:30])=[O:19])([CH3:15])([CH3:13])[CH3:14]. (6) Given the reactants [OH:1][N:2]=[C:3]([C:14]#[N:15])[C:4]1[CH:9]=[CH:8][C:7]([O:10][CH3:11])=[C:6]([O:12][CH3:13])[CH:5]=1.[CH3:16][O:17][C:18]1[CH:23]=[CH:22][C:21]([S:24](Cl)(=[O:26])=[O:25])=[CH:20][CH:19]=1.C(N(CC)CC)C, predict the reaction product. The product is: [CH3:16][O:17][C:18]1[CH:19]=[CH:20][C:21]([S:24]([O:1][N:2]=[C:3]([C:14]#[N:15])[C:4]2[CH:9]=[CH:8][C:7]([O:10][CH3:11])=[C:6]([O:12][CH3:13])[CH:5]=2)(=[O:26])=[O:25])=[CH:22][CH:23]=1. (7) The product is: [O:29]=[S:2]1(=[O:1])[C:8]2[CH:9]=[CH:10][CH:11]=[CH:12][C:7]=2[CH2:6][N:5]([C:13]2[CH:22]=[C:21]([NH:23][CH2:24][CH2:25][C:26]3[NH:32][N:31]=[N:30][N:27]=3)[C:20]3[C:15](=[CH:16][CH:17]=[C:18]([CH3:28])[CH:19]=3)[N:14]=2)[CH2:4][CH2:3]1. Given the reactants [O:1]=[S:2]1(=[O:29])[C:8]2[CH:9]=[CH:10][CH:11]=[CH:12][C:7]=2[CH2:6][N:5]([C:13]2[CH:22]=[C:21]([NH:23][CH2:24][CH2:25][C:26]#[N:27])[C:20]3[C:15](=[CH:16][CH:17]=[C:18]([CH3:28])[CH:19]=3)[N:14]=2)[CH2:4][CH2:3]1.[N-:30]=[N+:31]=[N-:32].[Na+].CN(C)C=O.[Cl-].[NH4+], predict the reaction product.